Dataset: Forward reaction prediction with 1.9M reactions from USPTO patents (1976-2016). Task: Predict the product of the given reaction. (1) Given the reactants C(OC([C:6]1[CH2:7][N:8]2[CH2:15][CH:12]([C:13]=1[OH:14])[CH2:11][CH2:10][CH2:9]2)=O)C.Cl.[OH-].[K+], predict the reaction product. The product is: [N:8]12[CH2:15][CH:12]([CH2:11][CH2:10][CH2:9]1)[C:13](=[O:14])[CH2:6][CH2:7]2. (2) Given the reactants Br[C:2]1[CH:3]=[CH:4][C:5]([NH2:8])=[N:6][CH:7]=1.[S:9]1[CH2:14][CH:13]=[C:12](B2OC(C)(C)C(C)(C)O2)[CH2:11][CH2:10]1.C(=O)([O-])[O-].[Na+].[Na+], predict the reaction product. The product is: [S:9]1[CH2:10][CH:11]=[C:12]([C:2]2[CH:3]=[CH:4][C:5]([NH2:8])=[N:6][CH:7]=2)[CH2:13][CH2:14]1.